From a dataset of Forward reaction prediction with 1.9M reactions from USPTO patents (1976-2016). Predict the product of the given reaction. Given the reactants Cl.Cl.[N:3]1[CH:8]=[CH:7][C:6]([C:9]2[N:17]=[CH:16][CH:15]=[CH:14][C:10]=2[C:11]([OH:13])=O)=[N:5][CH:4]=1.Cl.[F:19][C:20]1[CH:33]=[C:32]([F:34])[CH:31]=[CH:30][C:21]=1[CH2:22][C:23]1([OH:29])[CH2:28][CH2:27][NH:26][CH2:25][CH2:24]1.CN(C(ON1N=NC2C=CC=NC1=2)=[N+](C)C)C.F[P-](F)(F)(F)(F)F.C(N(CC)CC)C, predict the reaction product. The product is: [F:19][C:20]1[CH:33]=[C:32]([F:34])[CH:31]=[CH:30][C:21]=1[CH2:22][C:23]1([OH:29])[CH2:28][CH2:27][N:26]([C:11]([C:10]2[C:9]([C:6]3[CH:7]=[CH:8][N:3]=[CH:4][N:5]=3)=[N:17][CH:16]=[CH:15][CH:14]=2)=[O:13])[CH2:25][CH2:24]1.